This data is from Reaction yield outcomes from USPTO patents with 853,638 reactions. The task is: Predict the reaction yield, written as a fraction of the theoretical maximum amount of product (1.0 means a 100% yield; for example, 0.34 means a 34% yield). (1) The reactants are CC1C=CC(S([O:11][CH2:12][C@@H:13]2[CH2:18][O:17][C@@H:16]([C@@H:19]3[O:23][N:22]=[C:21]([C:24]4[CH:29]=[C:28]([C:30](=[O:42])[NH:31][CH2:32][C:33]5[CH:38]=[CH:37][C:36]([F:39])=[C:35]([O:40][CH3:41])[CH:34]=5)[N:27]=[C:26]([CH3:43])[N:25]=4)[CH2:20]3)[CH2:15][O:14]2)(=O)=O)=CC=1.O.[OH-].[Na+]. The catalyst is C([O-])(=O)C.C([N+](CCCC)(CCCC)CCCC)CCC.CN(C=O)C.CCOC(C)=O. The product is [F:39][C:36]1[CH:37]=[CH:38][C:33]([CH2:32][NH:31][C:30]([C:28]2[CH:29]=[C:24]([C:21]3[CH2:20][C@H:19]([C@H:16]4[CH2:15][O:14][C@H:13]([CH2:12][OH:11])[CH2:18][O:17]4)[O:23][N:22]=3)[N:25]=[C:26]([CH3:43])[N:27]=2)=[O:42])=[CH:34][C:35]=1[O:40][CH3:41]. The yield is 0.610. (2) The reactants are [NH2:1][CH2:2][CH:3]([C:19]1[C:20]([CH3:36])=[C:21]([NH:25][C:26](=[O:35])[O:27][CH2:28][C:29]2[CH:34]=[CH:33][CH:32]=[CH:31][CH:30]=2)[CH:22]=[CH:23][CH:24]=1)[C:4]1[C:12]2[C:7](=[CH:8][CH:9]=[C:10]([N:13]3[CH2:18][CH2:17][O:16][CH2:15][CH2:14]3)[CH:11]=2)[NH:6][CH:5]=1.O=[CH:38][C:39]([O:41][CH2:42][CH3:43])=[O:40].C1(C)C=CC=CC=1.Cl.O1CCOCC1. The catalyst is O1CCOCC1.CC1C=CC(C)=CC=1.[Pd]. The product is [CH2:28]([O:27][C:26]([NH:25][C:21]1[C:20]([CH3:36])=[C:19]([C:3]2[C:4]3[C:12]4[C:7](=[CH:8][CH:9]=[C:10]([N:13]5[CH2:14][CH2:15][O:16][CH2:17][CH2:18]5)[CH:11]=4)[NH:6][C:5]=3[C:38]([C:39]([O:41][CH2:42][CH3:43])=[O:40])=[N:1][CH:2]=2)[CH:24]=[CH:23][CH:22]=1)=[O:35])[C:29]1[CH:30]=[CH:31][CH:32]=[CH:33][CH:34]=1. The yield is 0.234. (3) The reactants are [CH2:1]([C@H:8]1[C@@H:12]([C@H:13]2[CH2:17][C@@H:16]([OH:18])[CH2:15][N:14]2[C:19]([O:21][C:22]([CH3:25])([CH3:24])[CH3:23])=[O:20])[O:11][C:10]([CH3:27])([CH3:26])[N:9]1[C:28]([O:30][CH2:31][CH2:32][Si:33]([CH3:36])([CH3:35])[CH3:34])=[O:29])[C:2]1[CH:7]=[CH:6][CH:5]=[CH:4][CH:3]=1.[CH3:37]I.[H-].[Na+]. The catalyst is CN(C=O)C. The product is [CH2:1]([C@H:8]1[C@@H:12]([C@H:13]2[CH2:17][C@@H:16]([O:18][CH3:37])[CH2:15][N:14]2[C:19]([O:21][C:22]([CH3:23])([CH3:24])[CH3:25])=[O:20])[O:11][C:10]([CH3:27])([CH3:26])[N:9]1[C:28]([O:30][CH2:31][CH2:32][Si:33]([CH3:36])([CH3:35])[CH3:34])=[O:29])[C:2]1[CH:7]=[CH:6][CH:5]=[CH:4][CH:3]=1. The yield is 0.880. (4) The yield is 0.310. The reactants are Cl[C:2]1[N:12]=[C:11]2[C:5]([N:6]([CH3:17])[C:7](=[O:16])[CH2:8][CH2:9][N:10]2[CH:13]([CH3:15])[CH3:14])=[CH:4][N:3]=1.[NH2:18][C:19]1[CH:34]=[CH:33][C:22]([C:23]([NH:25][CH:26]2[CH2:31][CH2:30][N:29]([CH3:32])[CH2:28][CH2:27]2)=[O:24])=[CH:21][C:20]=1[Cl:35].O.C1(C)C=CC(S(O)(=O)=O)=CC=1. The catalyst is CC(C)CC(O)C.CO. The product is [Cl:35][C:20]1[CH:21]=[C:22]([CH:33]=[CH:34][C:19]=1[NH:18][C:2]1[N:12]=[C:11]2[C:5](=[CH:4][N:3]=1)[N:6]([CH3:17])[C:7](=[O:16])[CH2:8][CH2:9][N:10]2[CH:13]([CH3:15])[CH3:14])[C:23]([NH:25][CH:26]1[CH2:27][CH2:28][N:29]([CH3:32])[CH2:30][CH2:31]1)=[O:24]. (5) The reactants are [O:1]1[CH2:6][CH2:5][O:4][C:3]2[C:7]([CH2:11][NH2:12])=[CH:8][CH:9]=[CH:10][C:2]1=2.[N:13]1[CH:18]=[CH:17][CH:16]=[CH:15][C:14]=1[CH2:19][CH2:20][NH2:21]. The yield is 0.500. The product is [O:1]1[CH2:6][CH2:5][O:4][C:3]2[C:7]([CH2:11][NH:12][C:3](=[O:4])[C:2]([NH:21][CH2:20][CH2:19][C:14]3[CH:15]=[CH:16][CH:17]=[CH:18][N:13]=3)=[O:1])=[CH:8][CH:9]=[CH:10][C:2]1=2. No catalyst specified. (6) The reactants are [NH2:1][C:2]1[CH:6]=[CH:5][NH:4][N:3]=1.CS[C:9]1[S:10]/[C:11](=[CH:15]\[C:16]2[CH:17]=[C:18]3[C:23](=[CH:24][CH:25]=2)[N:22]=[CH:21][CH:20]=[CH:19]3)/[C:12](=[O:14])[N:13]=1. The catalyst is O1CCOCC1.CN(C)C=O. The product is [NH:4]1[CH:5]=[CH:6][C:2]([NH:1][C:9]2[S:10]/[C:11](=[CH:15]\[C:16]3[CH:17]=[C:18]4[C:23](=[CH:24][CH:25]=3)[N:22]=[CH:21][CH:20]=[CH:19]4)/[C:12](=[O:14])[N:13]=2)=[N:3]1. The yield is 0.780. (7) The reactants are [CH3:1][O:2][C:3]1[CH:9]=[CH:8][C:7]([C:10]([F:13])([F:12])[F:11])=[CH:6][C:4]=1[NH2:5].C1N=CN([C:19](N2C=NC=C2)=[O:20])C=1.[CH3:26][NH:27][C:28]([C:30]1[CH:35]=[C:34]([O:36][C:37]2[CH:43]=[CH:42][C:40]([NH2:41])=[CH:39][CH:38]=2)[CH:33]=[CH:32][N:31]=1)=[O:29].O. The catalyst is C(Cl)Cl. The product is [CH3:1][O:2][C:3]1[CH:9]=[CH:8][C:7]([C:10]([F:11])([F:12])[F:13])=[CH:6][C:4]=1[NH:5][C:19]([NH:41][C:40]1[CH:42]=[CH:43][C:37]([O:36][C:34]2[CH:33]=[CH:32][N:31]=[C:30]([C:28](=[O:29])[NH:27][CH3:26])[CH:35]=2)=[CH:38][CH:39]=1)=[O:20]. The yield is 0.300.